From a dataset of Reaction yield outcomes from USPTO patents with 853,638 reactions. Predict the reaction yield, written as a fraction of the theoretical maximum amount of product (1.0 means a 100% yield; for example, 0.34 means a 34% yield). (1) The reactants are [CH3:1][C:2]1[CH:7]=[C:6]([N+:8]([O-:10])=[O:9])[CH:5]=[CH:4][C:3]=1[NH:11][C:12](=[O:19])[C:13]1[CH:18]=[CH:17][CH:16]=[CH:15][CH:14]=1.[C:20](=O)([O-])[O-].[Cs+].[Cs+].CI. The catalyst is CN(C=O)C. The product is [CH3:20][N:11]([C:3]1[CH:4]=[CH:5][C:6]([N+:8]([O-:10])=[O:9])=[CH:7][C:2]=1[CH3:1])[C:12](=[O:19])[C:13]1[CH:14]=[CH:15][CH:16]=[CH:17][CH:18]=1. The yield is 0.950. (2) The reactants are [F:1][C:2]1[CH:10]=[CH:9][CH:8]=[C:7]2[C:3]=1[C:4]([CH2:12][NH:13][CH3:14])=[CH:5][N:6]2[CH3:11].CNCC1C2C=CC=CC=2N2CCCC=12.[NH2:30][C:31]1[N:36]=[CH:35][C:34](/[CH:37]=[CH:38]/[C:39]([OH:41])=O)=[CH:33][CH:32]=1.Cl.O=C1NC2N=CC(/C=C/C(O)=O)=CC=2CC1. No catalyst specified. The product is [NH2:30][C:31]1[N:36]=[CH:35][C:34](/[CH:37]=[CH:38]/[C:39]([N:13]([CH2:12][C:4]2[C:3]3[C:7](=[CH:8][CH:9]=[CH:10][C:2]=3[F:1])[N:6]([CH3:11])[CH:5]=2)[CH3:14])=[O:41])=[CH:33][CH:32]=1. The yield is 0.370. (3) The reactants are Br[CH2:2][CH2:3][O:4][C:5]1[CH:6]=[C:7]2[C:12](=[CH:13][C:14]=1[O:15][CH3:16])[N:11]=[CH:10][N:9]=[C:8]2[O:17][C:18]1[CH:23]=[CH:22][C:21]([NH:24][C:25]([NH:27][CH2:28][CH2:29][CH3:30])=[O:26])=[C:20]([Cl:31])[CH:19]=1.C(=O)([O-])[O-].[K+].[K+].[CH3:38][N:39]1[CH2:44][CH2:43][NH:42][CH2:41][CH2:40]1. The catalyst is CN(C)C=O. The product is [Cl:31][C:20]1[CH:19]=[C:18]([O:17][C:8]2[C:7]3[C:12](=[CH:13][C:14]([O:15][CH3:16])=[C:5]([O:4][CH2:3][CH2:2][N:42]4[CH2:43][CH2:44][N:39]([CH3:38])[CH2:40][CH2:41]4)[CH:6]=3)[N:11]=[CH:10][N:9]=2)[CH:23]=[CH:22][C:21]=1[NH:24][C:25]([NH:27][CH2:28][CH2:29][CH3:30])=[O:26]. The yield is 0.440. (4) The reactants are O.O.O.O.O.O.O.O.[OH-].[Ba+2].[OH-].O.[I:13][C:14]1[CH:15]=[CH:16][C:17]2[N:18]([CH:20]=[C:21]([NH:23]C(=O)OCC)[N:22]=2)[N:19]=1. The catalyst is CN1CCCC1=O. The product is [I:13][C:14]1[CH:15]=[CH:16][C:17]2[N:18]([CH:20]=[C:21]([NH2:23])[N:22]=2)[N:19]=1. The yield is 0.760. (5) The reactants are Cl.[NH2:2][C:3]1[C:10]([Cl:11])=[CH:9][C:8]([N+:12]([O-])=O)=[CH:7][C:4]=1[C:5]#[N:6].C(=O)([O-])[O-].[Na+].[Na+]. The catalyst is O1CCCC1.[Zn]. The product is [NH2:2][C:3]1[C:10]([Cl:11])=[CH:9][C:8]([NH2:12])=[CH:7][C:4]=1[C:5]#[N:6]. The yield is 0.990. (6) The reactants are [CH3:1][O:2][C:3](=[O:23])[CH2:4][C:5]1[C:14]([CH3:15])=[C:13]([CH:16]2[CH2:21][CH2:20][NH:19][CH2:18][CH2:17]2)[C:12]2[C:7](=[CH:8][CH:9]=[C:10]([F:22])[CH:11]=2)[CH:6]=1.[Cl:24][C:25]1[CH:30]=[CH:29][CH:28]=[CH:27][C:26]=1[N:31]=[C:32]=[O:33].C(N(CC)C(C)C)(C)C. The catalyst is CO.O. The product is [CH3:1][O:2][C:3](=[O:23])[CH2:4][C:5]1[C:14]([CH3:15])=[C:13]([CH:16]2[CH2:17][CH2:18][N:19]([C:32](=[O:33])[NH:31][C:26]3[CH:27]=[CH:28][CH:29]=[CH:30][C:25]=3[Cl:24])[CH2:20][CH2:21]2)[C:12]2[C:7](=[CH:8][CH:9]=[C:10]([F:22])[CH:11]=2)[CH:6]=1. The yield is 0.0460. (7) The reactants are [NH2:1][C:2]1[N:7]=[C:6]2[CH2:8][CH2:9][CH2:10][C:5]2=[CH:4][C:3]=1[C:11]([OH:13])=O.C(N(CC)CC)C.F[P-](F)(F)(F)(F)F.N1(O[P+](N(C)C)(N(C)C)N(C)C)C2C=CC=CC=2N=N1.[O:48]([C:55]1[S:59][C:58]([CH2:60][NH2:61])=[CH:57][CH:56]=1)[C:49]1[CH:54]=[CH:53][CH:52]=[CH:51][CH:50]=1. The catalyst is CN(C)C=O.[Cl-].[Na+].O. The product is [O:48]([C:55]1[S:59][C:58]([CH2:60][NH:61][C:11]([C:3]2[CH:4]=[C:5]3[CH2:10][CH2:9][CH2:8][C:6]3=[N:7][C:2]=2[NH2:1])=[O:13])=[CH:57][CH:56]=1)[C:49]1[CH:50]=[CH:51][CH:52]=[CH:53][CH:54]=1. The yield is 0.380. (8) The reactants are [Cl:1][C:2]1[CH:7]=[CH:6][C:5]([CH2:8][C:9]([O:11][CH3:12])=[O:10])=[CH:4][CH:3]=1.[CH2:13]=[O:14].Cl. The catalyst is CS(C)=O.C[O-].[Na+]. The product is [Cl:1][C:2]1[CH:3]=[CH:4][C:5]([CH:8]([CH2:13][OH:14])[C:9]([O:11][CH3:12])=[O:10])=[CH:6][CH:7]=1. The yield is 0.920. (9) The reactants are CC(C)([O-])C.[K+].[Cl:7][C:8]1[N:13]=[CH:12][C:11]2[C:14]([CH3:18])([CH3:17])[CH2:15][NH:16][C:10]=2[CH:9]=1.[C:19](O[C:19]([O:21][C:22]([CH3:25])([CH3:24])[CH3:23])=[O:20])([O:21][C:22]([CH3:25])([CH3:24])[CH3:23])=[O:20]. The catalyst is C1COCC1. The product is [C:22]([O:21][C:19]([N:16]1[C:10]2[CH:9]=[C:8]([Cl:7])[N:13]=[CH:12][C:11]=2[C:14]([CH3:18])([CH3:17])[CH2:15]1)=[O:20])([CH3:25])([CH3:24])[CH3:23]. The yield is 0.960. (10) The reactants are C[Si]([N-][Si](C)(C)C)(C)C.[Li+].[C:11]([C:14]1[CH:18]=[CH:17][N:16]([CH3:19])[CH:15]=1)(=O)[CH3:12].[C:20]([O:27][CH2:28][CH3:29])(=[O:26])[C:21](OCC)=O.[NH:30]([C:32]1[CH:33]=[CH:34][C:35]([O:38][CH3:39])=[N:36][CH:37]=1)[NH2:31].C(=O)(O)[O-].[Na+]. The catalyst is O1CCCC1.C(OCC)(=O)C.O.C(O)C.C(O)(=O)C. The product is [CH3:39][O:38][C:35]1[N:36]=[CH:37][C:32]([N:30]2[C:11]([C:14]3[CH:18]=[CH:17][N:16]([CH3:19])[CH:15]=3)=[CH:12][C:21]([C:20]([O:27][CH2:28][CH3:29])=[O:26])=[N:31]2)=[CH:33][CH:34]=1. The yield is 0.730.